Dataset: Reaction yield outcomes from USPTO patents with 853,638 reactions. Task: Predict the reaction yield, written as a fraction of the theoretical maximum amount of product (1.0 means a 100% yield; for example, 0.34 means a 34% yield). (1) The reactants are [N:1]12[CH2:8][CH2:7][C:4]([C:9]([C:16]3[CH:20]=[CH:19][S:18][CH:17]=3)([C:11]3[CH:15]=[CH:14][S:13][CH:12]=3)[OH:10])([CH2:5][CH2:6]1)[CH2:3][CH2:2]2.[C:21]1([O:27][CH2:28][CH2:29][CH2:30][Br:31])[CH:26]=[CH:25][CH:24]=[CH:23][CH:22]=1. The catalyst is C(Cl)(Cl)Cl. The product is [Br-:31].[OH:10][C:9]([C:11]1[CH:15]=[CH:14][S:13][CH:12]=1)([C:16]1[CH:20]=[CH:19][S:18][CH:17]=1)[C:4]12[CH2:7][CH2:8][N+:1]([CH2:30][CH2:29][CH2:28][O:27][C:21]3[CH:26]=[CH:25][CH:24]=[CH:23][CH:22]=3)([CH2:6][CH2:5]1)[CH2:2][CH2:3]2. The yield is 0.447. (2) The reactants are Cl.[C:2]([NH2:5])(=[NH:4])[CH3:3].C[O-].[Na+].[C:9]([C:11]1[CH:16]=[CH:15][CH:14]=[CH:13][C:12]=1[C:17]1[CH:22]=[CH:21][C:20]([CH2:23][CH:24]([C:29](=O)[CH2:30][CH2:31][CH2:32][CH3:33])[C:25](OC)=[O:26])=[C:19]([F:35])[CH:18]=1)#[N:10].O. The catalyst is CO. The product is [CH2:30]([C:29]1[N:4]=[C:2]([CH3:3])[NH:5][C:25](=[O:26])[C:24]=1[CH2:23][C:20]1[CH:21]=[CH:22][C:17]([C:12]2[C:11]([C:9]#[N:10])=[CH:16][CH:15]=[CH:14][CH:13]=2)=[CH:18][C:19]=1[F:35])[CH2:31][CH2:32][CH3:33]. The yield is 0.690. (3) The reactants are [CH3:1][C:2]1([OH:17])[C:6]2([CH2:11][CH:10]([CH3:12])[CH2:9][C:8]([CH3:14])([CH3:13])[CH2:7]2)[CH:5]([CH3:15])[CH2:4][CH:3]1[OH:16].CC1(C)CC(C)CC2(C(C)CC(=O)C32OC3)C1.[H-].[Al+3].[Li+].[H-].[H-].[H-].CC(OI1(OC(C)=O)(OC(C)=O)OC(=O)C2C=CC=CC1=2)=O.[O-]S([O-])(=S)=O.[Na+].[Na+].C([O-])(O)=O.[Na+]. The catalyst is C(Cl)Cl.O. The product is [OH:17][C:2]1([CH3:1])[C:6]2([CH2:11][CH:10]([CH3:12])[CH2:9][C:8]([CH3:14])([CH3:13])[CH2:7]2)[CH:5]([CH3:15])[CH2:4][C:3]1=[O:16]. The yield is 0.150. (4) The reactants are C[O:2][C:3](=O)[C:4]1[CH:9]=[C:8]([Cl:10])[CH:7]=[CH:6][C:5]=1[OH:11].O.[NH2:14][NH2:15].C(O)C. The catalyst is CCCCCC. The product is [Cl:10][C:8]1[CH:9]=[C:4]([C:3]([NH:14][NH2:15])=[O:2])[C:5]([OH:11])=[CH:6][CH:7]=1. The yield is 0.792. (5) The reactants are [OH-:1].[K+].[Cl:3][C:4]1[C:9]([Cl:10])=[CH:8][CH:7]=[CH:6][C:5]=1[CH2:11][N:12]1[C:16]2[CH:17]=[C:18]([N:23]3[CH2:28][CH2:27][O:26][CH2:25][CH2:24]3)[CH:19]=[C:20]([C:21]#[N:22])[C:15]=2[N:14]=[C:13]1[CH3:29].OO. The catalyst is O.C1COCC1. The product is [Cl:3][C:4]1[C:9]([Cl:10])=[CH:8][CH:7]=[CH:6][C:5]=1[CH2:11][N:12]1[C:16]2[CH:17]=[C:18]([N:23]3[CH2:24][CH2:25][O:26][CH2:27][CH2:28]3)[CH:19]=[C:20]([C:21]([NH2:22])=[O:1])[C:15]=2[N:14]=[C:13]1[CH3:29]. The yield is 0.510.